This data is from Peptide-MHC class I binding affinity with 185,985 pairs from IEDB/IMGT. The task is: Regression. Given a peptide amino acid sequence and an MHC pseudo amino acid sequence, predict their binding affinity value. This is MHC class I binding data. (1) The peptide sequence is LEMNDAPTA. The MHC is HLA-B45:06 with pseudo-sequence HLA-B45:06. The binding affinity (normalized) is 0.213. (2) The peptide sequence is IRFPKTFGD. The MHC is Mamu-B17 with pseudo-sequence Mamu-B17. The binding affinity (normalized) is 0.0743. (3) The peptide sequence is TPRDLGACI. The MHC is HLA-A02:01 with pseudo-sequence HLA-A02:01. The binding affinity (normalized) is 0.107. (4) The peptide sequence is PRQTGGFFRPW. The MHC is Mamu-B17 with pseudo-sequence Mamu-B17. The binding affinity (normalized) is 0.235. (5) The binding affinity (normalized) is 0.0847. The peptide sequence is WQQWDRQSL. The MHC is HLA-A02:01 with pseudo-sequence HLA-A02:01. (6) The peptide sequence is VYALYGMWPL. The MHC is Patr-A0901 with pseudo-sequence Patr-A0901. The binding affinity (normalized) is 0.552. (7) The binding affinity (normalized) is 0.837. The peptide sequence is IMQAGKRSLR. The MHC is HLA-A31:01 with pseudo-sequence HLA-A31:01.